This data is from Catalyst prediction with 721,799 reactions and 888 catalyst types from USPTO. The task is: Predict which catalyst facilitates the given reaction. (1) Reactant: Cl[CH2:2][C:3]([N:5]([O:7][CH3:8])[CH3:6])=[O:4].[NH:9]1[CH2:13][CH2:12][CH2:11][C:10]1=[O:14].[H-].[Na+]. Product: [CH3:8][O:7][N:5]([CH3:6])[C:3](=[O:4])[CH2:2][N:9]1[CH2:13][CH2:12][CH2:11][C:10]1=[O:14]. The catalyst class is: 7. (2) Reactant: [CH2:1]([N:3]1[C:11]2[C:6](=[CH:7][C:8]([N+:12]([O-])=O)=[CH:9][CH:10]=2)[C:5]2([CH2:16][CH2:15]2)[C:4]1=[O:17])[CH3:2].O.O.[Sn](Cl)Cl.[OH-].[Na+]. Product: [NH2:12][C:8]1[CH:7]=[C:6]2[C:11](=[CH:10][CH:9]=1)[N:3]([CH2:1][CH3:2])[C:4](=[O:17])[C:5]12[CH2:16][CH2:15]1. The catalyst class is: 8. (3) Product: [CH2:1]([C@H:3]1[C@@H:7]([C:8]2[N:12]3[C:13]4[CH:19]=[CH:18][NH:17][C:14]=4[N:15]=[CH:16][C:11]3=[N:10][N:9]=2)[CH2:6][C@@H:5]([CH2:20][C:21]2[O:22][N:31]=[C:28]([CH2:29][OH:30])[N:27]=2)[CH2:4]1)[CH3:2]. The catalyst class is: 224. Reactant: [CH2:1]([C@H:3]1[C@@H:7]([C:8]2[N:12]3[C:13]4[CH:19]=[CH:18][NH:17][C:14]=4[N:15]=[CH:16][C:11]3=[N:10][N:9]=2)[CH2:6][C@@H:5]([CH2:20][C:21](OCC)=[O:22])[CH2:4]1)[CH3:2].O/[N:27]=[C:28](\[NH2:31])/[CH2:29][OH:30].C([O-])([O-])=O.[K+].[K+]. (4) The catalyst class is: 17. Reactant: [C:1]1([C:8]2[C:9]([OH:14])=[CH:10][CH:11]=[CH:12][CH:13]=2)[C:2]([OH:7])=[CH:3][CH:4]=[CH:5][CH:6]=1.Cl[C:16]([O:18][CH2:19][CH3:20])=[O:17]. Product: [C:16](=[O:17])([O:18][CH2:19][CH3:20])[O:14][C:9]1[CH:10]=[CH:11][CH:12]=[CH:13][C:8]=1[C:1]1[CH:6]=[CH:5][CH:4]=[CH:3][C:2]=1[O:7][C:16](=[O:17])[O:18][CH2:19][CH3:20]. (5) Reactant: C([O-])(O)=[O:2].[Na+].[Cl:6][C:7]1[CH:12]=[C:11]([O:13][C:14]2[N:19]=[CH:18][CH:17]=[CH:16][N:15]=2)[CH:10]=[CH:9][C:8]=1[C:20]1[C:29]([F:30])=[CH:28][C:27]2[N:26]=[CH:25][C:24]3[N:31]=[C:32]([CH3:48])[N:33]([C@H:34]4[CH2:39][CH2:38][N:37]([CH:40](CC=O)[C:41]([O-:43])=O)[CH2:36][C@@H:35]4[F:47])[C:23]=3[C:22]=2[CH:21]=1.CO.C(Cl)Cl. Product: [Cl:6][C:7]1[CH:12]=[C:11]([O:13][C:14]2[N:19]=[CH:18][CH:17]=[CH:16][N:15]=2)[CH:10]=[CH:9][C:8]=1[C:20]1[C:29]([F:30])=[CH:28][C:27]2[N:26]=[CH:25][C:24]3[N:31]=[C:32]([CH3:48])[N:33]([C@H:34]4[CH2:39][CH2:38][N:37]([C:40](=[O:2])[CH2:41][OH:43])[CH2:36][C@@H:35]4[F:47])[C:23]=3[C:22]=2[CH:21]=1. The catalyst class is: 5.